From a dataset of hERG Central: cardiac toxicity at 1µM, 10µM, and general inhibition. Predict hERG channel inhibition at various concentrations. The drug is CCOc1ccc(C(=O)N2CCN(CCc3ccccc3)CC2)cc1OCC. Results: hERG_inhib (hERG inhibition (general)): blocker.